The task is: Predict the reaction yield, written as a fraction of the theoretical maximum amount of product (1.0 means a 100% yield; for example, 0.34 means a 34% yield).. This data is from Reaction yield outcomes from USPTO patents with 853,638 reactions. The reactants are Cl[C:2]1[CH:7]=[N:6][CH:5]=[C:4]([Cl:8])[N:3]=1.[CH:9]1[C:18]2[C:13](=[CH:14][CH:15]=[CH:16][CH:17]=2)[CH:12]=[CH:11][C:10]=1B(O)O.C(=O)([O-])[O-].[K+].[K+]. The catalyst is C1C=CC([P]([Pd]([P](C2C=CC=CC=2)(C2C=CC=CC=2)C2C=CC=CC=2)([P](C2C=CC=CC=2)(C2C=CC=CC=2)C2C=CC=CC=2)[P](C2C=CC=CC=2)(C2C=CC=CC=2)C2C=CC=CC=2)(C2C=CC=CC=2)C2C=CC=CC=2)=CC=1. The product is [Cl:8][C:4]1[CH:5]=[N:6][CH:7]=[C:2]([C:11]2[CH:10]=[CH:9][C:18]3[C:13](=[CH:14][CH:15]=[CH:16][CH:17]=3)[CH:12]=2)[N:3]=1. The yield is 0.440.